Dataset: Full USPTO retrosynthesis dataset with 1.9M reactions from patents (1976-2016). Task: Predict the reactants needed to synthesize the given product. (1) Given the product [CH2:23]([O:1][C:2]1[C:10]2[O:9][C:8]([C:11](=[O:13])[CH3:12])=[CH:7][C:6]=2[CH:5]=[C:4]([O:14][CH3:15])[CH:3]=1)[C:24]1[CH:29]=[CH:28][CH:27]=[CH:26][CH:25]=1, predict the reactants needed to synthesize it. The reactants are: [OH:1][C:2]1[C:10]2[O:9][C:8]([C:11](=[O:13])[CH3:12])=[CH:7][C:6]=2[CH:5]=[C:4]([O:14][CH3:15])[CH:3]=1.C(=O)([O-])[O-].[K+].[K+].Br[CH2:23][C:24]1[CH:29]=[CH:28][CH:27]=[CH:26][CH:25]=1. (2) Given the product [CH3:1][C:2]1[CH:3]=[C:4]([CH:8]=[CH:9][C:10]=1[CH3:11])[C:5]([O:7][CH2:19][CH2:18][C:12]1[CH:17]=[CH:16][CH:15]=[CH:14][CH:13]=1)=[O:6], predict the reactants needed to synthesize it. The reactants are: [CH3:1][C:2]1[CH:3]=[C:4]([CH:8]=[CH:9][C:10]=1[CH3:11])[C:5]([OH:7])=[O:6].[C:12]1([CH2:18][CH2:19]O)[CH:17]=[CH:16][CH:15]=[CH:14][CH:13]=1.S(=O)(=O)(O)O. (3) Given the product [OH:17][CH2:16][CH2:15][C:14]1[CH:18]=[CH:19][C:11]([N:10]2[CH:7]=[CH:6][C:4](=[O:5])[C:3]([OH:9])=[C:2]2[CH3:1])=[CH:12][CH:13]=1, predict the reactants needed to synthesize it. The reactants are: [CH3:1][C:2]1O[CH:7]=[CH:6][C:4](=[O:5])[C:3]=1[OH:9].[NH2:10][C:11]1[CH:19]=[CH:18][C:14]([CH2:15][CH2:16][OH:17])=[CH:13][CH:12]=1.Cl. (4) Given the product [Cl:33][C:34]1[CH:35]=[C:36]([NH:46][C:2]2[N:7]=[C:6]([C:8]3[S:12][C:11]([N:13]([CH3:14])[CH3:15])=[N:10][C:9]=3[C:16]3[CH:17]=[C:18]([NH:22][C:23](=[O:32])[C:24]4[C:29]([F:30])=[CH:28][CH:27]=[CH:26][C:25]=4[F:31])[CH:19]=[CH:20][CH:21]=3)[CH:5]=[CH:4][N:3]=2)[CH:37]=[CH:38][C:39]=1[O:40][CH2:41][CH2:42][N:43]([CH3:44])[CH3:45], predict the reactants needed to synthesize it. The reactants are: Cl[C:2]1[N:7]=[C:6]([C:8]2[S:12][C:11]([N:13]([CH3:15])[CH3:14])=[N:10][C:9]=2[C:16]2[CH:17]=[C:18]([NH:22][C:23](=[O:32])[C:24]3[C:29]([F:30])=[CH:28][CH:27]=[CH:26][C:25]=3[F:31])[CH:19]=[CH:20][CH:21]=2)[CH:5]=[CH:4][N:3]=1.[Cl:33][C:34]1[CH:35]=[C:36]([NH2:46])[CH:37]=[CH:38][C:39]=1[O:40][CH2:41][CH2:42][N:43]([CH3:45])[CH3:44]. (5) Given the product [Cl:3][C:4]1[C:8]([Cl:9])=[C:7]([CH3:10])[NH:6][C:5]=1[C:11]([NH:13][CH:14]1[CH2:19][CH2:18][N:17]([C:20]2[N:25]=[C:24]([C:26]([OH:28])=[O:27])[CH:23]=[C:22]([O:30][CH3:31])[N:21]=2)[CH2:16][CH2:15]1)=[O:12], predict the reactants needed to synthesize it. The reactants are: [OH-].[Li+].[Cl:3][C:4]1[C:8]([Cl:9])=[C:7]([CH3:10])[NH:6][C:5]=1[C:11]([NH:13][CH:14]1[CH2:19][CH2:18][N:17]([C:20]2[N:25]=[C:24]([C:26]([O:28]C)=[O:27])[CH:23]=[C:22]([O:30][CH3:31])[N:21]=2)[CH2:16][CH2:15]1)=[O:12]. (6) Given the product [CH2:1]([N:3]1[CH2:8][C:7]([CH3:9])([CH3:10])[O:6][C:5](=[O:11])[CH:4]1[CH2:12][C:13]([NH:54][CH2:53][C:52]1[CH:55]=[CH:56][CH:57]=[CH:58][C:51]=1[O:50][CH3:49])=[O:15])[CH3:2], predict the reactants needed to synthesize it. The reactants are: [CH2:1]([N:3]1[CH2:8][C:7]([CH3:10])([CH3:9])[O:6][C:5](=[O:11])[CH:4]1[CH2:12][C:13]([OH:15])=O)[CH3:2].C(N(C(C)C)CC)(C)C.CN(C(ON1N=NC2C=CC=NC1=2)=[N+](C)C)C.F[P-](F)(F)(F)(F)F.[CH3:49][O:50][C:51]1[CH:58]=[CH:57][CH:56]=[CH:55][C:52]=1[CH2:53][NH2:54]. (7) Given the product [Cl:15][C:11]1[C:12]([CH3:13])=[N:1][C:2]2[N:3]([N:4]=[CH:5][CH:6]=2)[C:10]=1[OH:9], predict the reactants needed to synthesize it. The reactants are: [NH2:1][C:2]1[CH:6]=[CH:5][NH:4][N:3]=1.C([O:9][C:10](=O)[CH:11]([Cl:15])[C:12](=O)[CH3:13])C.C(O)(=O)C.